This data is from Full USPTO retrosynthesis dataset with 1.9M reactions from patents (1976-2016). The task is: Predict the reactants needed to synthesize the given product. (1) Given the product [Na+:21].[CH2:1]([O:8][C:9]1[CH:16]=[CH:15][C:12]([CH2:13][S:17]([O-:20])(=[O:19])=[O:18])=[CH:11][CH:10]=1)[C:2]1[CH:7]=[CH:6][CH:5]=[CH:4][CH:3]=1, predict the reactants needed to synthesize it. The reactants are: [CH2:1]([O:8][C:9]1[CH:16]=[CH:15][C:12]([CH2:13]Cl)=[CH:11][CH:10]=1)[C:2]1[CH:7]=[CH:6][CH:5]=[CH:4][CH:3]=1.[S:17]([O-:20])([O-:19])=[O:18].[Na+:21].[Na+].COC(C)(C)C. (2) Given the product [CH2:3]([C:6]1[C:7]([Cl:13])=[N:8][CH:9]=[N:10][C:11]=1[CH2:12][Br:1])[CH2:4][CH3:5], predict the reactants needed to synthesize it. The reactants are: [Br:1]Br.[CH2:3]([C:6]1[C:7]([Cl:13])=[N:8][CH:9]=[N:10][C:11]=1[CH3:12])[CH2:4][CH3:5]. (3) Given the product [NH2:10][C:11]1[C:12]([F:40])=[C:13]([C:18]([C:20]2[C:28]3[C:27]([O:42][CH3:45])=[N:26][CH:25]=[N:24][C:23]=3[NH:22][CH:21]=2)=[O:19])[C:14]([F:17])=[CH:15][CH:16]=1, predict the reactants needed to synthesize it. The reactants are: C(OC(=O)[NH:10][C:11]1[CH:16]=[CH:15][C:14]([F:17])=[C:13]([C:18]([C:20]2[C:28]3[C:27](Cl)=[N:26][CH:25]=[N:24][C:23]=3[N:22](S(C3C=CC(C)=CC=3)(=O)=O)[CH:21]=2)=[O:19])[C:12]=1[F:40])C1C=CC=CC=1.[OH-:42].[K+].Cl.[CH3:45]O. (4) Given the product [CH3:9][O:8][C:6]1[CH:7]=[C:2]([CH:3]=[C:4]([CH2:12][CH2:13][O:14][CH3:15])[C:5]=1[O:10][CH3:11])[CH:21]=[O:22], predict the reactants needed to synthesize it. The reactants are: Br[C:2]1[CH:3]=[C:4]([CH2:12][CH2:13][O:14][CH3:15])[C:5]([O:10][CH3:11])=[C:6]([O:8][CH3:9])[CH:7]=1.C([Li])CCC.[CH:21](N1CCOCC1)=[O:22].[Cl-].[NH4+].